Dataset: PAMPA (Parallel Artificial Membrane Permeability Assay) permeability data from NCATS. Task: Regression/Classification. Given a drug SMILES string, predict its absorption, distribution, metabolism, or excretion properties. Task type varies by dataset: regression for continuous measurements (e.g., permeability, clearance, half-life) or binary classification for categorical outcomes (e.g., BBB penetration, CYP inhibition). Dataset: pampa_ncats. (1) The drug is C1CC1NC(=O)C2=NC(=C3N2C=CN=C3)C4=CN=CC=C4. The result is 1 (high permeability). (2) The drug is C1CN(CCC1C(=O)N)C2=NC=C(S2)C3=CC(=CC=C3)N4CCOCC4. The result is 1 (high permeability).